This data is from Full USPTO retrosynthesis dataset with 1.9M reactions from patents (1976-2016). The task is: Predict the reactants needed to synthesize the given product. (1) Given the product [ClH:1].[ClH:27].[Cl:27][C:28]1[CH:33]=[C:32]([C:2]2[N:3]=[C:4]3[C:9](=[CH:10][CH:11]=2)[N:8]=[CH:7][C:6]([C:12](=[O:14])[CH3:13])=[C:5]3[NH:15][C:16]2[CH:17]=[CH:18][C:19]([CH2:22][CH2:23][N:24]([CH3:26])[CH3:25])=[CH:20][CH:21]=2)[CH:31]=[C:30]([Cl:43])[C:29]=1[OH:44], predict the reactants needed to synthesize it. The reactants are: [Cl:1][C:2]1[N:3]=[C:4]2[C:9](=[CH:10][CH:11]=1)[N:8]=[CH:7][C:6]([C:12](=[O:14])[CH3:13])=[C:5]2[NH:15][C:16]1[CH:21]=[CH:20][C:19]([CH2:22][CH2:23][N:24]([CH3:26])[CH3:25])=[CH:18][CH:17]=1.[Cl:27][C:28]1[CH:33]=[C:32](B2OC(C)(C)C(C)(C)O2)[CH:31]=[C:30]([Cl:43])[C:29]=1[OH:44].C1(N)C(F)=C(F)C(F)=C(N)C=1F.Cl.Cl. (2) Given the product [NH2:17][C:15]1[C:14]2[N:18]=[C:22]([C:21]([F:28])([F:27])[F:20])[C:23](=[O:24])[NH:19][C:13]=2[N:12]=[C:11]([S:10][CH2:9][C:3]2[CH:4]=[CH:5][CH:6]=[C:7]([F:8])[C:2]=2[F:1])[N:16]=1, predict the reactants needed to synthesize it. The reactants are: [F:1][C:2]1[C:7]([F:8])=[CH:6][CH:5]=[CH:4][C:3]=1[CH2:9][S:10][C:11]1[N:16]=[C:15]([NH2:17])[C:14]([NH2:18])=[C:13]([NH2:19])[N:12]=1.[F:20][C:21]([F:28])([F:27])[C:22](=O)[C:23]([O-])=[O:24]. (3) Given the product [CH3:9][C@H:6]1[N:7]([CH3:8])[C@@H:2]([CH3:1])[CH2:3][N:4]([C:10]([N:30]2[CH2:31][CH:32]([C:33]3[CH:34]=[CH:35][CH:36]=[CH:37][CH:38]=3)[C:28]([CH2:23][CH2:24][CH2:25][CH2:26][CH3:27])=[N:29]2)=[O:11])[CH2:5]1, predict the reactants needed to synthesize it. The reactants are: [CH3:1][C@H:2]1[N:7]([CH3:8])[C@@H:6]([CH3:9])[CH2:5][NH:4][CH2:3]1.[C:10](Cl)(Cl)=[O:11].CN(C1C=CC=CN=1)C.[CH2:23]([C:28]1[CH:32]([C:33]2[CH:38]=[CH:37][CH:36]=[CH:35][CH:34]=2)[CH2:31][NH:30][N:29]=1)[CH2:24][CH2:25][CH2:26][CH3:27]. (4) Given the product [CH3:9][CH:7]([CH3:8])[CH2:6][CH:5]([C:10]1[CH:11]=[C:12]([C:25]2[CH:26]=[CH:27][C:28]([C:31]([F:34])([F:33])[F:32])=[CH:29][CH:30]=2)[CH:13]=[C:14]([N:16]2[CH2:21][CH2:20][CH2:19][CH2:18][CH:17]2[CH2:22][CH2:23][CH3:24])[CH:15]=1)[C:4]([OH:35])=[O:3], predict the reactants needed to synthesize it. The reactants are: C([O:3][C:4](=[O:35])[CH:5]([C:10]1[CH:11]=[C:12]([C:25]2[CH:30]=[CH:29][C:28]([C:31]([F:34])([F:33])[F:32])=[CH:27][CH:26]=2)[CH:13]=[C:14]([N:16]2[CH2:21][CH2:20][CH2:19][CH2:18][CH:17]2[CH2:22][CH2:23][CH3:24])[CH:15]=1)[CH2:6][CH:7]([CH3:9])[CH3:8])C.[OH-].[Na+]. (5) Given the product [NH2:17][C:16]1[C:9]2[C:10](=[CH:11][N:12]=[CH:13][C:8]=2[C:5]2[CH:4]=[CH:3][C:2]([NH:1][C:27]([NH:26][C:24]3[CH:23]=[CH:22][C:21]([F:29])=[C:20]([Cl:19])[CH:25]=3)=[O:28])=[CH:7][CH:6]=2)[N:14]([CH3:18])[N:15]=1, predict the reactants needed to synthesize it. The reactants are: [NH2:1][C:2]1[CH:7]=[CH:6][C:5]([C:8]2[CH:13]=[N:12][CH:11]=[C:10]3[N:14]([CH3:18])[N:15]=[C:16]([NH2:17])[C:9]=23)=[CH:4][CH:3]=1.[Cl:19][C:20]1[CH:25]=[C:24]([N:26]=[C:27]=[O:28])[CH:23]=[CH:22][C:21]=1[F:29].FC1C=CC(C)=CC=1N=C=O.